Dataset: Catalyst prediction with 721,799 reactions and 888 catalyst types from USPTO. Task: Predict which catalyst facilitates the given reaction. (1) Reactant: [Br:1][C:2]1[CH:3]=[C:4]([CH:7]=[CH:8][C:9]=1[OH:10])[C:5]#[N:6].C(=O)([O-])[O-].[K+].[K+].Br[CH2:18][C:19]([O:21][C:22]([CH3:25])([CH3:24])[CH3:23])=[O:20]. Product: [Br:1][C:2]1[CH:3]=[C:4]([C:5]#[N:6])[CH:7]=[CH:8][C:9]=1[O:10][CH2:18][C:19]([O:21][C:22]([CH3:25])([CH3:24])[CH3:23])=[O:20]. The catalyst class is: 21. (2) Reactant: [NH:1]1[CH:5]=[CH:4][N:3]=[C:2]1[CH2:6][N:7]([CH2:15][C:16]1[CH:34]=[CH:33][C:19]([CH2:20][NH:21][CH2:22][CH2:23][CH2:24][CH2:25][N:26]([CH2:30][CH2:31][CH3:32])[CH2:27][CH2:28][CH3:29])=[CH:18][CH:17]=1)[CH2:8][C:9]1[N:10]([CH3:14])[CH:11]=[CH:12][N:13]=1.[O:35]1CC(O)O[CH2:37][CH:36]1O.C([BH3-])#N.[Na+].C(O)(=O)C. Product: [CH2:30]([N:26]([CH2:27][CH2:28][CH3:29])[CH2:25][CH2:24][CH2:23][CH2:22][N:21]([CH2:20][C:19]1[CH:33]=[CH:34][C:16]([CH2:15][N:7]([CH2:6][C:2]2[NH:3][CH:4]=[CH:5][N:1]=2)[CH2:8][C:9]2[N:10]([CH3:14])[CH:11]=[CH:12][N:13]=2)=[CH:17][CH:18]=1)[CH2:37][CH2:36][OH:35])[CH2:31][CH3:32]. The catalyst class is: 5. (3) Product: [Cl:1][C:2]1[CH:10]=[C:9]([N:11]2[CH2:16][CH2:15][N:14]([C:17]3[CH:22]=[C:21]([CH3:23])[CH:20]=[CH:19][C:18]=3[CH3:24])[CH2:13][CH2:12]2)[C:8]([N+:25]([O-:27])=[O:26])=[CH:7][C:3]=1[C:4]([NH:74][CH2:73][C:72]1[CH:75]=[CH:76][CH:77]=[C:70]([CH2:69][N:67]([CH3:68])[CH3:66])[CH:71]=1)=[O:5]. The catalyst class is: 69. Reactant: [Cl:1][C:2]1[CH:10]=[C:9]([N:11]2[CH2:16][CH2:15][N:14]([C:17]3[CH:22]=[C:21]([CH3:23])[CH:20]=[CH:19][C:18]=3[CH3:24])[CH2:13][CH2:12]2)[C:8]([N+:25]([O-:27])=[O:26])=[CH:7][C:3]=1[C:4](O)=[O:5].CN(C)C=O.CN(C(ON1N=NC2C=CC=NC1=2)=[N+](C)C)C.F[P-](F)(F)(F)(F)F.C(N(CC)C(C)C)(C)C.[CH3:66][N:67]([CH2:69][C:70]1[CH:71]=[C:72]([CH:75]=[CH:76][CH:77]=1)[CH2:73][NH2:74])[CH3:68]. (4) Reactant: [F:1][C:2]1([F:33])[CH2:7][CH2:6][CH:5]([CH2:8][C:9]2[N:13]3[C:14]([CH3:28])=[CH:15][C:16]([C:19]([NH:21][CH:22]4[CH2:27][CH2:26][O:25][CH2:24][CH2:23]4)=[O:20])=[C:17]([OH:18])[C:12]3=[N:11][C:10]=2[C:29]([F:32])([F:31])[F:30])[CH2:4][CH2:3]1.N1C=CC=CC=1.[F:40][C:41]([F:54])([F:53])[S:42](O[S:42]([C:41]([F:54])([F:53])[F:40])(=[O:44])=[O:43])(=[O:44])=[O:43]. Product: [F:40][C:41]([F:54])([F:53])[S:42]([O:18][C:17]1[C:12]2[N:13]([C:9]([CH2:8][CH:5]3[CH2:6][CH2:7][C:2]([F:1])([F:33])[CH2:3][CH2:4]3)=[C:10]([C:29]([F:31])([F:30])[F:32])[N:11]=2)[C:14]([CH3:28])=[CH:15][C:16]=1[C:19](=[O:20])[NH:21][CH:22]1[CH2:27][CH2:26][O:25][CH2:24][CH2:23]1)(=[O:44])=[O:43]. The catalyst class is: 4. (5) Reactant: [Cl:1][C:2]1[CH:3]=[CH:4][C:5]2[O:9][C:8]([CH2:10][NH2:11])=[CH:7][C:6]=2[CH:12]=1.C(N(CC)CC)C.Cl[C:21](=[O:27])[C:22]([O:24][CH2:25][CH3:26])=[O:23]. Product: [Cl:1][C:2]1[CH:3]=[CH:4][C:5]2[O:9][C:8]([CH2:10][NH:11][C:21]([C:22]([O:24][CH2:25][CH3:26])=[O:23])=[O:27])=[CH:7][C:6]=2[CH:12]=1. The catalyst class is: 4. (6) Reactant: [N:1]1[C:10]2[C:5](=[CH:6][C:7]([C:11]([OH:13])=O)=[CH:8][CH:9]=2)[N:4]=[CH:3][CH:2]=1.O=S(Cl)[Cl:16]. Product: [N:1]1[C:10]2[C:5](=[CH:6][C:7]([C:11]([Cl:16])=[O:13])=[CH:8][CH:9]=2)[N:4]=[CH:3][CH:2]=1. The catalyst class is: 1.